Dataset: Forward reaction prediction with 1.9M reactions from USPTO patents (1976-2016). Task: Predict the product of the given reaction. (1) Given the reactants [OH:1][CH:2]1[CH2:10][C:9]2[NH:8][N:7]=[C:6]([C:11]([O:13]CC)=[O:12])[C:5]=2[CH2:4][CH2:3]1.F[C:17]1[CH:22]=[C:21]([I:23])[CH:20]=[CH:19][N:18]=1, predict the reaction product. The product is: [OH:1][CH:2]1[CH2:10][C:9]2[N:8]([C:17]3[CH:22]=[C:21]([I:23])[CH:20]=[CH:19][N:18]=3)[N:7]=[C:6]([C:11]([OH:13])=[O:12])[C:5]=2[CH2:4][CH2:3]1. (2) Given the reactants [H-].[Al+3].[Li+].[H-].[H-].[H-].[CH3:7][O:8][C:9]1[CH:10]=[C:11]([CH:16]=[C:17]([N+:19]([O-:21])=[O:20])[CH:18]=1)[C:12](OC)=[O:13], predict the reaction product. The product is: [CH3:7][O:8][C:9]1[CH:10]=[C:11]([CH2:12][OH:13])[CH:16]=[C:17]([N+:19]([O-:21])=[O:20])[CH:18]=1. (3) Given the reactants [Br:1][C:2]1[CH:7]=[C:6]([CH3:8])[C:5]([C:9]2[C:10](=[O:24])[CH:11]([CH:16](O)[CH:17]3[CH2:22][CH2:21][O:20][CH2:19][CH2:18]3)[CH2:12][C:13]=2[O:14]C)=[C:4]([CH3:25])[CH:3]=1, predict the reaction product. The product is: [Br:1][C:2]1[CH:3]=[C:4]([CH3:25])[C:5]([CH:9]2[C:10](=[O:24])[C:11](=[CH:16][CH:17]3[CH2:22][CH2:21][O:20][CH2:19][CH2:18]3)[CH2:12][C:13]2=[O:14])=[C:6]([CH3:8])[CH:7]=1. (4) Given the reactants O.[OH-].[Li+].[NH2:4][C:5]1[C:10]2[C:11](=[O:31])[N:12]([C:16]3[CH:17]=[CH:18][C:19]([O:22][CH2:23][C:24]([CH3:30])([CH3:29])[C:25]([O:27]C)=[O:26])=[N:20][CH:21]=3)[CH2:13][CH2:14][O:15][C:9]=2[N:8]=[CH:7][N:6]=1, predict the reaction product. The product is: [NH2:4][C:5]1[C:10]2[C:11](=[O:31])[N:12]([C:16]3[CH:17]=[CH:18][C:19]([O:22][CH2:23][C:24]([CH3:29])([CH3:30])[C:25]([OH:27])=[O:26])=[N:20][CH:21]=3)[CH2:13][CH2:14][O:15][C:9]=2[N:8]=[CH:7][N:6]=1. (5) Given the reactants C(OC([NH:8][CH2:9][C:10](O)=[O:11])=O)(C)(C)C.[NH:13]1[CH2:19][CH2:18][CH2:17][C@@H:14]1[CH2:15][OH:16].ON1C2C=CC=CC=2N=N1.Cl.CN(C)CCCN=C=NCC.Cl.C(OCC)(=O)C, predict the reaction product. The product is: [NH2:8][CH2:9][C:10]([N:13]1[CH2:19][CH2:18][CH2:17][C@@H:14]1[CH2:15][OH:16])=[O:11]. (6) Given the reactants O1CC[O:3][CH:2]1[C:6]1[CH:7]=[C:8]([CH:13]=[CH:14][CH:15]=1)[C:9]([O:11]C)=O.[CH3:16][NH:17][CH2:18][CH2:19][OH:20].C(NCCO)C, predict the reaction product. The product is: [CH:9]([C:8]1[CH:7]=[C:6]([CH:15]=[CH:14][CH:13]=1)[C:2]([N:17]([CH2:18][CH2:19][OH:20])[CH3:16])=[O:3])=[O:11].